Dataset: Peptide-MHC class II binding affinity with 134,281 pairs from IEDB. Task: Regression. Given a peptide amino acid sequence and an MHC pseudo amino acid sequence, predict their binding affinity value. This is MHC class II binding data. The peptide sequence is DSTVIRNLKNAGLIV. The MHC is H-2-IAb with pseudo-sequence H-2-IAb. The binding affinity (normalized) is 0.0859.